From a dataset of Full USPTO retrosynthesis dataset with 1.9M reactions from patents (1976-2016). Predict the reactants needed to synthesize the given product. (1) The reactants are: [CH3:1][C:2]1([CH3:36])[CH2:7][CH2:6][CH:5]([N:8]2[C:12]3[N:13]=[C:14]([NH:17][C:18]4[CH:23]=[CH:22][C:21]([N:24]5[CH2:29][CH2:28][NH:27][CH2:26][CH2:25]5)=[CH:20][N:19]=4)[N:15]=[CH:16][C:11]=3[C:10]3[CH:30]=[CH:31][N:32]=[C:33]([O:34]C)[C:9]2=3)[CH2:4][CH2:3]1.Cl.N1C=CC=CC=1. Given the product [CH3:1][C:2]1([CH3:36])[CH2:3][CH2:4][CH:5]([N:8]2[C:12]3[N:13]=[C:14]([NH:17][C:18]4[CH:23]=[CH:22][C:21]([N:24]5[CH2:25][CH2:26][NH:27][CH2:28][CH2:29]5)=[CH:20][N:19]=4)[N:15]=[CH:16][C:11]=3[C:10]3[CH:30]=[CH:31][N:32]=[C:33]([OH:34])[C:9]2=3)[CH2:6][CH2:7]1, predict the reactants needed to synthesize it. (2) Given the product [NH:40]1[C:41]2[C:37](=[CH:36][C:35]([NH:34][CH:6]3[CH2:7][CH2:8][N:3]([CH2:17][CH:16]([C:10]4[CH:15]=[CH:14][CH:13]=[CH:12][CH:11]=4)[CH3:19])[CH2:4][CH2:5]3)=[CH:43][CH:42]=2)[CH:38]=[N:39]1, predict the reactants needed to synthesize it. The reactants are: O.Cl.[NH:3]1[CH2:8][CH2:7][C:6](=O)[CH2:5][CH2:4]1.[C:10]1([CH:16]([CH3:19])[CH:17]=O)[CH:15]=[CH:14][CH:13]=[CH:12][CH:11]=1.C(O[BH-](OC(=O)C)OC(=O)C)(=O)C.[Na+].[NH2:34][C:35]1[CH:36]=[C:37]2[C:41](=[CH:42][CH:43]=1)[NH:40][N:39]=[CH:38]2.C(=O)([O-])O.[Na+]. (3) Given the product [F:10][C:11]1[CH:16]=[CH:15][C:14]([CH2:17][NH:18][C:19]([C:21]2[C:22](=[O:41])[C:23]([OH:40])=[C:24]3[C:37](=[O:38])[N:28]4[C@H:29]([CH3:36])[CH2:30][CH2:31][N:32]([CH:33]([CH3:35])[CH3:34])[C@H:27]4[CH2:26][N:25]3[CH:39]=2)=[O:20])=[CH:13][CH:12]=1.[F:10][C:11]1[CH:16]=[CH:15][C:14]([CH2:17][NH:18][C:19]([C:21]2[C:22](=[O:41])[C:23]([O:45][CH2:42][C:43]3[CH:9]=[CH:2][CH:3]=[CH:4][CH:47]=3)=[C:24]3[C:37](=[O:38])[N:28]4[C@H:29]([CH3:36])[CH2:30][CH2:31][N:32]([CH:33]([CH3:34])[CH3:35])[C@H:27]4[CH2:26][N:25]3[CH:39]=2)=[O:20])=[CH:13][CH:12]=1, predict the reactants needed to synthesize it. The reactants are: N[C@H:2]([CH3:9])[CH2:3][CH2:4]NC(C)C.[F:10][C:11]1[CH:16]=[CH:15][C:14]([CH2:17][NH:18][C:19]([C:21]2[C:22](=[O:41])[C:23]([OH:40])=[C:24]3[C:37](=[O:38])[N:28]4[C@H:29]([CH3:36])[CH2:30][CH2:31][N:32]([CH:33]([CH3:35])[CH3:34])[C@H:27]4[CH2:26][N:25]3[CH:39]=2)=[O:20])=[CH:13][CH:12]=1.[C:42]([OH:45])(=O)[CH3:43].Cl[CH2:47]Cl. (4) Given the product [CH2:16]([N:9]([CH2:16][C:17]1[CH:22]=[CH:21][CH:20]=[CH:19][CH:18]=1)[C@@H:10]([CH2:14][CH3:15])[C:11]([O:6][CH2:3][C:17]1[CH:22]=[CH:21][CH:20]=[CH:19][CH:18]=1)=[O:1])[C:17]1[CH:22]=[CH:21][CH:20]=[CH:19][CH:18]=1, predict the reactants needed to synthesize it. The reactants are: [OH-:1].[Na+].[C:3](=[O:6])([O-])[O-].[K+].[K+].[NH2:9][C@@H:10]([CH2:14][CH3:15])[C:11](O)=O.[CH2:16](Br)[C:17]1[CH:22]=[CH:21][CH:20]=[CH:19][CH:18]=1. (5) Given the product [CH2:7]([O:6][C:1](=[O:5])[C:2](=[O:3])[CH2:4][N:10]1[C:19]2[C:14](=[CH:15][CH:16]=[CH:17][CH:18]=2)[CH2:13][CH2:12][CH2:11]1)[CH3:8], predict the reactants needed to synthesize it. The reactants are: [C:1]([O:6][CH2:7][CH2:8]Br)(=[O:5])[C:2]([CH3:4])=[O:3].[NH:10]1[C:19]2[C:14](=[CH:15][CH:16]=[CH:17][CH:18]=2)[CH2:13][CH2:12][CH2:11]1.